Task: Predict which catalyst facilitates the given reaction.. Dataset: Catalyst prediction with 721,799 reactions and 888 catalyst types from USPTO (1) Reactant: CCN(C(C)C)C(C)C.[O:10]=[C:11]1[CH2:15][CH2:14][CH2:13][N:12]1[C:16]1[CH:24]=[CH:23][C:19]([C:20]([OH:22])=O)=[CH:18][CH:17]=1.C1C=CC2N(O)N=NC=2C=1.CCN=C=NCCCN(C)C.Cl.[NH2:47][CH2:48][C:49]([N:51]1[CH2:56][CH2:55][N:54]([C:57](=[O:66])[C:58]2[CH:63]=[C:62]([F:64])[CH:61]=[CH:60][C:59]=2[Cl:65])[CH2:53][CH2:52]1)=[O:50].ClC1C=CC(F)=CC=1C(O)=O. Product: [Cl:65][C:59]1[CH:60]=[CH:61][C:62]([F:64])=[CH:63][C:58]=1[C:57]([N:54]1[CH2:53][CH2:52][N:51]([C:49](=[O:50])[CH2:48][NH:47][C:20](=[O:22])[C:19]2[CH:18]=[CH:17][C:16]([N:12]3[CH2:13][CH2:14][CH2:15][C:11]3=[O:10])=[CH:24][CH:23]=2)[CH2:56][CH2:55]1)=[O:66]. The catalyst class is: 18. (2) Reactant: [I:1][C:2]1[CH:3]=[C:4]2[C:8](=[CH:9][CH:10]=1)[NH:7][C:6](=[O:11])[C:5]2=O.[C:13]([C:15]1[CH:33]=[CH:32][C:18]([C:19]([NH:21][C:22]2[CH:27]=[CH:26][C:25]([C:28]([NH:30][NH2:31])=[O:29])=[CH:24][CH:23]=2)=[O:20])=[CH:17][CH:16]=1)#[N:14]. Product: [C:13]([C:15]1[CH:16]=[CH:17][C:18]([C:19]([NH:21][C:22]2[CH:27]=[CH:26][C:25]([C:28]([NH:30][N:31]=[C:5]3[C:4]4[C:8](=[CH:9][CH:10]=[C:2]([I:1])[CH:3]=4)[NH:7][C:6]3=[O:11])=[O:29])=[CH:24][CH:23]=2)=[O:20])=[CH:32][CH:33]=1)#[N:14]. The catalyst class is: 15. (3) Reactant: O=P12OP3(OP(OP(O3)(O1)=O)(=O)O2)=O.[C:15]1([C:21]2[C:25]([NH:26][CH2:27][C:28]3[CH:33]=[CH:32][CH:31]=[CH:30][CH:29]=3)=[C:24]([C:34]3[CH:39]=[CH:38][CH:37]=[CH:36][CH:35]=3)[NH:23][N:22]=2)[CH:20]=[CH:19][CH:18]=[CH:17][CH:16]=1.P(Cl)(Cl)(Cl)=O.C(=O)([O-])O.[Na+]. Product: [C:15]1([C:21]2[C:25]3[N:26]=[C:27]([C:28]4[CH:29]=[CH:30][CH:31]=[CH:32][CH:33]=4)[C:39]4[CH:38]=[CH:37][CH:36]=[CH:35][C:34]=4[C:24]=3[NH:23][N:22]=2)[CH:20]=[CH:19][CH:18]=[CH:17][CH:16]=1. The catalyst class is: 113. (4) Reactant: [OH:1][C:2]1([C:15]2[N:16]([CH3:20])[CH:17]=[CH:18][N:19]=2)[CH2:7][CH2:6][N:5]([C:8]([O:10][C:11]([CH3:14])([CH3:13])[CH3:12])=[O:9])[CH2:4][CH2:3]1.[H-].[Na+].[CH3:23]I. Product: [CH3:23][O:1][C:2]1([C:15]2[N:16]([CH3:20])[CH:17]=[CH:18][N:19]=2)[CH2:7][CH2:6][N:5]([C:8]([O:10][C:11]([CH3:14])([CH3:13])[CH3:12])=[O:9])[CH2:4][CH2:3]1. The catalyst class is: 3. (5) The catalyst class is: 9. Reactant: [NH2:1][C:2]1[CH:7]=[C:6]([S:8]([N:11]2[CH2:15][CH2:14][CH2:13][CH2:12]2)(=[O:10])=[O:9])[CH:5]=[CH:4][C:3]=1[OH:16].N1C=CN=C1.[C:22]([Si:26](Cl)([CH3:28])[CH3:27])([CH3:25])([CH3:24])[CH3:23].O. Product: [Si:26]([O:16][C:3]1[CH:4]=[CH:5][C:6]([S:8]([N:11]2[CH2:12][CH2:13][CH2:14][CH2:15]2)(=[O:10])=[O:9])=[CH:7][C:2]=1[NH2:1])([C:22]([CH3:25])([CH3:24])[CH3:23])([CH3:28])[CH3:27]. (6) Product: [CH2:31]([O:30][C:29](=[O:35])[NH:28][C:24]1[CH:25]=[CH:26][CH:27]=[C:22]([CH2:38][CH2:37][CH:36]=[O:39])[CH:23]=1)[CH2:34][CH2:6][CH3:7]. Reactant: F[B-](F)(F)F.[C:6]([PH+](C(C)(C)C)C(C)(C)C)(C)(C)[CH3:7].N#N.Br[C:22]1[CH:23]=[C:24]([NH:28][C:29](=[O:35])[O:30][C:31]([CH3:34])(C)C)[CH:25]=[CH:26][CH:27]=1.[CH2:36]([OH:39])[CH:37]=[CH2:38].C1(N(C)C2CCCCC2)CCCCC1. The catalyst class is: 102. (7) Reactant: [OH-].[K+].[CH2:3]1OCCOCCOCCOCCOCCOC1.[C:21]([C:25]1[CH2:29][CH:28]=[C:27](C)[CH:26]=1)([CH3:24])([CH3:23])[CH3:22].[C:31]([C:34]1[CH:39]=[CH:38][CH:37]=[CH:36][CH:35]=1)(=O)[CH3:32].Cl. Product: [C:21]([C:25]1[CH:26]=[C:27]([CH3:28])[C:32](=[C:31]([C:34]2[CH:39]=[CH:38][CH:37]=[CH:36][CH:35]=2)[CH3:3])[CH:29]=1)([CH3:24])([CH3:23])[CH3:22]. The catalyst class is: 1. (8) Reactant: [N:1]1([CH2:6][CH2:7][CH2:8][NH:9][C:10]([C:12]2[CH:21]=[CH:20][C:19]3[C:14](=[C:15](Br)[CH:16]=[N:17][CH:18]=3)[N:13]=2)=[O:11])[CH:5]=[CH:4][N:3]=[CH:2]1.[CH3:23][O:24][C:25]1[CH:30]=[CH:29][CH:28]=[CH:27][C:26]=1B(O)O.C(=O)([O-])[O-].[Cs+].[Cs+]. Product: [N:1]1([CH2:6][CH2:7][CH2:8][NH:9][C:10]([C:12]2[CH:21]=[CH:20][C:19]3[C:14](=[C:15]([C:26]4[CH:27]=[CH:28][CH:29]=[CH:30][C:25]=4[O:24][CH3:23])[CH:16]=[N:17][CH:18]=3)[N:13]=2)=[O:11])[CH:5]=[CH:4][N:3]=[CH:2]1. The catalyst class is: 688.